Dataset: CYP2C9 inhibition data for predicting drug metabolism from PubChem BioAssay. Task: Regression/Classification. Given a drug SMILES string, predict its absorption, distribution, metabolism, or excretion properties. Task type varies by dataset: regression for continuous measurements (e.g., permeability, clearance, half-life) or binary classification for categorical outcomes (e.g., BBB penetration, CYP inhibition). Dataset: cyp2c9_veith. (1) The molecule is O=C(N/N=C/c1ccc(Br)s1)c1ccccc1[N+](=O)[O-]. The result is 1 (inhibitor). (2) The drug is COc1cccc(=O)c2c(C)n(-c3cc(C)cc(C)c3)c(C)c12. The result is 1 (inhibitor). (3) The drug is CN(C)c1ncc2nc(-c3cc(F)cc(F)c3)c(=O)n(C[C@H]3CCCO3)c2n1. The result is 0 (non-inhibitor). (4) The molecule is O=C(O)/C(Cc1ccc([N+](=O)[O-])cc1)=N/O. The result is 0 (non-inhibitor). (5) The result is 0 (non-inhibitor). The molecule is CC(C)NC(=O)N1CC2(CCN(C(=O)c3ccncc3)CC2)C1. (6) The molecule is COC(=O)N1CCC2(CCCN(C(=O)Nc3ccccc3)C2)CC1. The result is 0 (non-inhibitor). (7) The molecule is COc1ccc(O[C@H]2C=C[C@@H](c3ccccc3)O[C@H]2COC(=O)CC/C(C)=N/OCC[C@@H]2C=C[C@H](OC(C)=O)[C@H](COC(C)=O)O2)cc1. The result is 1 (inhibitor).